The task is: Regression. Given two drug SMILES strings and cell line genomic features, predict the synergy score measuring deviation from expected non-interaction effect.. This data is from NCI-60 drug combinations with 297,098 pairs across 59 cell lines. (1) Drug 1: CC1CC2CCC3C(=C)CC(O3)CCC45CC6C(O4)C7C(O6)C(O5)C8C(O7)CCC(O8)CC(=O)CC9C(CC(C1=C)O2)OC(C9OC)CC(CN)O.CS(=O)(=O)O. Drug 2: CC1C(C(CC(O1)OC2CC(CC3=C2C(=C4C(=C3O)C(=O)C5=C(C4=O)C(=CC=C5)OC)O)(C(=O)CO)O)N)O.Cl. Cell line: OVCAR-4. Synergy scores: CSS=32.2, Synergy_ZIP=-4.86, Synergy_Bliss=-5.47, Synergy_Loewe=-1.56, Synergy_HSA=-1.22. (2) Drug 1: C1=CC(=CC=C1CCC2=CNC3=C2C(=O)NC(=N3)N)C(=O)NC(CCC(=O)O)C(=O)O. Drug 2: COC1=NC(=NC2=C1N=CN2C3C(C(C(O3)CO)O)O)N. Cell line: LOX IMVI. Synergy scores: CSS=29.7, Synergy_ZIP=0.577, Synergy_Bliss=-3.12, Synergy_Loewe=-34.7, Synergy_HSA=-6.74. (3) Drug 1: C1CC2CC3=C(CC1C24CN(S(=O)(=O)N4)CC(F)(F)F)C=CC(=C3)C=CCN5CCC(CC5)C(F)(F)F. Drug 2: CC1OCC2C(O1)C(C(C(O2)OC3C4COC(=O)C4C(C5=CC6=C(C=C35)OCO6)C7=CC(=C(C(=C7)OC)O)OC)O)O. Cell line: HT29. Synergy scores: CSS=75.2, Synergy_ZIP=3.49, Synergy_Bliss=4.27, Synergy_Loewe=3.31, Synergy_HSA=8.41. (4) Drug 1: CC1CCC2CC(C(=CC=CC=CC(CC(C(=O)C(C(C(=CC(C(=O)CC(OC(=O)C3CCCCN3C(=O)C(=O)C1(O2)O)C(C)CC4CCC(C(C4)OC)OCCO)C)C)O)OC)C)C)C)OC. Drug 2: B(C(CC(C)C)NC(=O)C(CC1=CC=CC=C1)NC(=O)C2=NC=CN=C2)(O)O. Cell line: KM12. Synergy scores: CSS=64.4, Synergy_ZIP=-7.12, Synergy_Bliss=-9.52, Synergy_Loewe=-7.90, Synergy_HSA=-7.16. (5) Drug 1: CC1C(C(CC(O1)OC2CC(CC3=C2C(=C4C(=C3O)C(=O)C5=C(C4=O)C(=CC=C5)OC)O)(C(=O)C)O)N)O.Cl. Drug 2: COCCOC1=C(C=C2C(=C1)C(=NC=N2)NC3=CC=CC(=C3)C#C)OCCOC.Cl. Cell line: SK-MEL-5. Synergy scores: CSS=28.1, Synergy_ZIP=-4.96, Synergy_Bliss=3.40, Synergy_Loewe=0.791, Synergy_HSA=0.851. (6) Drug 1: CC(C1=C(C=CC(=C1Cl)F)Cl)OC2=C(N=CC(=C2)C3=CN(N=C3)C4CCNCC4)N. Drug 2: C1CC(C1)(C(=O)O)C(=O)O.[NH2-].[NH2-].[Pt+2]. Cell line: K-562. Synergy scores: CSS=33.4, Synergy_ZIP=-4.24, Synergy_Bliss=-2.40, Synergy_Loewe=-31.1, Synergy_HSA=-1.72. (7) Synergy scores: CSS=3.35, Synergy_ZIP=-6.96, Synergy_Bliss=-8.53, Synergy_Loewe=-7.63, Synergy_HSA=-7.18. Drug 2: CC12CCC3C(C1CCC2OP(=O)(O)O)CCC4=C3C=CC(=C4)OC(=O)N(CCCl)CCCl.[Na+]. Cell line: SK-MEL-2. Drug 1: CC1C(C(CC(O1)OC2CC(CC3=C2C(=C4C(=C3O)C(=O)C5=C(C4=O)C(=CC=C5)OC)O)(C(=O)C)O)N)O.Cl. (8) Drug 1: CC(C)NC(=O)C1=CC=C(C=C1)CNNC.Cl. Drug 2: C(CCl)NC(=O)N(CCCl)N=O. Cell line: OVCAR-8. Synergy scores: CSS=-0.451, Synergy_ZIP=2.15, Synergy_Bliss=3.45, Synergy_Loewe=-0.413, Synergy_HSA=-0.0398. (9) Drug 1: CN1CCC(CC1)COC2=C(C=C3C(=C2)N=CN=C3NC4=C(C=C(C=C4)Br)F)OC. Drug 2: C1=CC(=CC=C1C#N)C(C2=CC=C(C=C2)C#N)N3C=NC=N3. Cell line: SR. Synergy scores: CSS=2.94, Synergy_ZIP=-0.980, Synergy_Bliss=-2.46, Synergy_Loewe=-2.58, Synergy_HSA=-2.52.